This data is from NCI-60 drug combinations with 297,098 pairs across 59 cell lines. The task is: Regression. Given two drug SMILES strings and cell line genomic features, predict the synergy score measuring deviation from expected non-interaction effect. Cell line: SF-268. Drug 1: C1C(C(OC1N2C=C(C(=O)NC2=O)F)CO)O. Drug 2: B(C(CC(C)C)NC(=O)C(CC1=CC=CC=C1)NC(=O)C2=NC=CN=C2)(O)O. Synergy scores: CSS=62.9, Synergy_ZIP=-4.78, Synergy_Bliss=-2.95, Synergy_Loewe=-5.95, Synergy_HSA=-0.133.